Dataset: NCI-60 drug combinations with 297,098 pairs across 59 cell lines. Task: Regression. Given two drug SMILES strings and cell line genomic features, predict the synergy score measuring deviation from expected non-interaction effect. (1) Drug 1: CC1=C2C(C(=O)C3(C(CC4C(C3C(C(C2(C)C)(CC1OC(=O)C(C(C5=CC=CC=C5)NC(=O)OC(C)(C)C)O)O)OC(=O)C6=CC=CC=C6)(CO4)OC(=O)C)OC)C)OC. Drug 2: CCCCCOC(=O)NC1=NC(=O)N(C=C1F)C2C(C(C(O2)C)O)O. Cell line: NCI-H460. Synergy scores: CSS=78.3, Synergy_ZIP=28.1, Synergy_Bliss=24.0, Synergy_Loewe=10.1, Synergy_HSA=24.7. (2) Drug 1: C1=NC2=C(N1)C(=S)N=CN2. Drug 2: N.N.Cl[Pt+2]Cl. Cell line: EKVX. Synergy scores: CSS=0.0995, Synergy_ZIP=1.31, Synergy_Bliss=6.69, Synergy_Loewe=-3.36, Synergy_HSA=-0.0978. (3) Drug 1: CCCCC(=O)OCC(=O)C1(CC(C2=C(C1)C(=C3C(=C2O)C(=O)C4=C(C3=O)C=CC=C4OC)O)OC5CC(C(C(O5)C)O)NC(=O)C(F)(F)F)O. Drug 2: CCC1(C2=C(COC1=O)C(=O)N3CC4=CC5=C(C=CC(=C5CN(C)C)O)N=C4C3=C2)O.Cl. Cell line: DU-145. Synergy scores: CSS=73.8, Synergy_ZIP=0.608, Synergy_Bliss=0.206, Synergy_Loewe=0.693, Synergy_HSA=4.35. (4) Drug 1: CC(C1=C(C=CC(=C1Cl)F)Cl)OC2=C(N=CC(=C2)C3=CN(N=C3)C4CCNCC4)N. Drug 2: C(CCl)NC(=O)N(CCCl)N=O. Cell line: MDA-MB-231. Synergy scores: CSS=12.4, Synergy_ZIP=-2.66, Synergy_Bliss=-0.785, Synergy_Loewe=-4.41, Synergy_HSA=-0.920. (5) Drug 1: CN1C2=C(C=C(C=C2)N(CCCl)CCCl)N=C1CCCC(=O)O.Cl. Drug 2: CN(CC1=CN=C2C(=N1)C(=NC(=N2)N)N)C3=CC=C(C=C3)C(=O)NC(CCC(=O)O)C(=O)O. Cell line: NCI-H460. Synergy scores: CSS=38.1, Synergy_ZIP=7.12, Synergy_Bliss=4.76, Synergy_Loewe=-47.9, Synergy_HSA=4.00. (6) Drug 1: CC(CN1CC(=O)NC(=O)C1)N2CC(=O)NC(=O)C2. Drug 2: CC1C(C(CC(O1)OC2CC(CC3=C2C(=C4C(=C3O)C(=O)C5=C(C4=O)C(=CC=C5)OC)O)(C(=O)CO)O)N)O.Cl. Cell line: A549. Synergy scores: CSS=46.5, Synergy_ZIP=-7.04, Synergy_Bliss=-10.3, Synergy_Loewe=-3.25, Synergy_HSA=-1.75.